This data is from Forward reaction prediction with 1.9M reactions from USPTO patents (1976-2016). The task is: Predict the product of the given reaction. (1) Given the reactants [NH2:1][C:2]1[CH:23]=[CH:22][C:5]([O:6][C:7]2[CH:12]=[CH:11][N:10]=[C:9]3[CH:13]=[C:14]([C:16]([NH:18][N:19]([CH3:21])[CH3:20])=[O:17])[S:15][C:8]=23)=[C:4]([F:24])[CH:3]=1.[CH3:25][O:26][C:27]1[CH:32]=[CH:31][CH:30]=[CH:29][C:28]=1[NH:33][C:34](=[O:39])[CH2:35][C:36](O)=[O:37].C(Cl)CCl, predict the reaction product. The product is: [CH3:20][N:19]([CH3:21])[NH:18][C:16]([C:14]1[S:15][C:8]2[C:9](=[N:10][CH:11]=[CH:12][C:7]=2[O:6][C:5]2[CH:22]=[CH:23][C:2]([NH:1][C:36](=[O:37])[CH2:35][C:34]([NH:33][C:28]3[CH:29]=[CH:30][CH:31]=[CH:32][C:27]=3[O:26][CH3:25])=[O:39])=[CH:3][C:4]=2[F:24])[CH:13]=1)=[O:17]. (2) Given the reactants [CH3:1][O:2][C:3]1[CH:22]=[CH:21][C:6]([CH2:7][C@@H:8]2[C:12]3=[N:13][C:14]4[CH:19]=[CH:18][CH:17]=[CH:16][C:15]=4[N:11]3[C:10](=[O:20])[NH:9]2)=[CH:5][CH:4]=1.[NH2:23][C@H:24]1[CH2:28][CH2:27][CH2:26][C@@H:25]1[OH:29].C(O)(C(F)(F)F)=O, predict the reaction product. The product is: [NH:11]1[C:15]2[CH:16]=[CH:17][CH:18]=[CH:19][C:14]=2[N:13]=[C:12]1[C@H:8]([NH:9][C:10]([NH:23][C@H:24]1[CH2:28][CH2:27][CH2:26][C@@H:25]1[OH:29])=[O:20])[CH2:7][C:6]1[CH:5]=[CH:4][C:3]([O:2][CH3:1])=[CH:22][CH:21]=1. (3) Given the reactants [Br:1][C:2]1[CH:3]=[C:4]2[C:9](=[CH:10][C:11]=1[C:12]([P:15]([O:20][CH2:21][CH3:22])([O:17][CH2:18][CH3:19])=[O:16])([F:14])[F:13])[N:8]=[C:7]([C:23]([OH:25])=O)[CH:6]=[CH:5]2.CCN=C=NCCCN(C)C.Cl.[NH2:38][C:39]1[CH:44]=[CH:43][CH:42]=[CH:41][CH:40]=1.CCN(C(C)C)C(C)C, predict the reaction product. The product is: [CH2:18]([O:17][P:15]([C:12]([C:11]1[CH:10]=[C:9]2[C:4]([CH:5]=[CH:6][C:7]([C:23]([NH:38][C:39]3[CH:44]=[CH:43][CH:42]=[CH:41][CH:40]=3)=[O:25])=[N:8]2)=[CH:3][C:2]=1[Br:1])([F:13])[F:14])(=[O:16])[O:20][CH2:21][CH3:22])[CH3:19].